From a dataset of Forward reaction prediction with 1.9M reactions from USPTO patents (1976-2016). Predict the product of the given reaction. (1) Given the reactants [CH2:1]([C:3]1[N:7]([C:8]2[CH:13]=[CH:12][C:11]([CH2:14][CH2:15][OH:16])=[CH:10][CH:9]=2)[C:6]2[CH:17]=[CH:18][C:19](B3OC(C)(C)C(C)(C)O3)=[CH:20][C:5]=2[N:4]=1)[CH3:2].Br[C:31]1[CH:32]=[N:33][CH:34]=[N:35][CH:36]=1.C([O-])(O)=O.[Na+], predict the reaction product. The product is: [CH2:1]([C:3]1[N:7]([C:8]2[CH:9]=[CH:10][C:11]([CH2:14][CH2:15][OH:16])=[CH:12][CH:13]=2)[C:6]2[CH:17]=[CH:18][C:19]([C:31]3[CH:32]=[N:33][CH:34]=[N:35][CH:36]=3)=[CH:20][C:5]=2[N:4]=1)[CH3:2]. (2) Given the reactants [CH:1]1([NH:4][C:5]([C:7]2([CH3:21])[CH2:16][CH2:15][C:14]3[C:9](=[C:10]([CH3:20])[C:11]([CH3:19])=[C:12]([OH:18])[C:13]=3[CH3:17])[O:8]2)=[O:6])[CH2:3][CH2:2]1.[O:22]=[N+]([O-])[O-].[O-][N+](=O)[O-].[O-][N+](=O)[O-].[O-][N+](=O)[O-].[O-][N+](=O)[O-].[O-][N+](=O)[O-].[Ce+4].[NH4+].[NH4+], predict the reaction product. The product is: [CH:1]1([NH:4][C:5](=[O:6])[C:7]([OH:22])([CH3:21])[CH2:16][CH2:15][C:14]2[C:9](=[O:8])[C:10]([CH3:20])=[C:11]([CH3:19])[C:12](=[O:18])[C:13]=2[CH3:17])[CH2:3][CH2:2]1. (3) The product is: [N:33]1[CH:38]=[C:37]([C:2]2[CH:10]=[CH:9][CH:8]=[C:7]3[C:3]=2[C:4]2([CH2:25][O:24][C:23]4[CH:26]=[C:27]5[C:31](=[CH:32][C:22]2=4)[CH2:30][CH2:29][O:28]5)[C:5](=[O:21])[N:6]3[CH2:11][C:12]2[O:13][C:14]([C:17]([F:18])([F:20])[F:19])=[CH:15][CH:16]=2)[CH:36]=[N:35][CH:34]=1. Given the reactants Br[C:2]1[CH:10]=[CH:9][CH:8]=[C:7]2[C:3]=1[C:4]1([CH2:25][O:24][C:23]3[CH:26]=[C:27]4[C:31](=[CH:32][C:22]1=3)[CH2:30][CH2:29][O:28]4)[C:5](=[O:21])[N:6]2[CH2:11][C:12]1[O:13][C:14]([C:17]([F:20])([F:19])[F:18])=[CH:15][CH:16]=1.[N:33]1[CH:38]=[C:37](B(O)O)[CH:36]=[N:35][CH:34]=1.C(=O)([O-])[O-].[Na+].[Na+], predict the reaction product. (4) The product is: [CH3:12][S:13][C:14]1[N:15]=[C:4]([OH:3])[C:6]2[CH2:7][CH2:8][CH2:9][C:10]=2[N:16]=1. Given the reactants CC[O:3][C:4]([CH:6]1[C:10](=O)[CH2:9][CH2:8][CH2:7]1)=O.[CH3:12][S:13][C:14](=[NH:16])[NH2:15].C(=O)([O-])[O-].[Na+].[Na+], predict the reaction product. (5) Given the reactants [CH2:1]([NH:3][C:4](=[O:28])[C:5]1[CH:10]=[C:9]([C:11]2[CH:19]=[C:18]3[C:14]([C:15]([C:20]4[CH:25]=[CH:24][CH:23]=[CH:22][N:21]=4)=[N:16][NH:17]3)=[CH:13][CH:12]=2)[C:8]([CH3:26])=[C:7]([F:27])[CH:6]=1)[CH3:2].ClC1C=C(C=CC=1)C(OO)=[O:34].CO, predict the reaction product. The product is: [CH2:1]([NH:3][C:4](=[O:28])[C:5]1[CH:10]=[C:9]([C:11]2[CH:19]=[C:18]3[C:14]([C:15]([C:20]4[CH:25]=[CH:24][CH:23]=[CH:22][N+:21]=4[O-:34])=[N:16][NH:17]3)=[CH:13][CH:12]=2)[C:8]([CH3:26])=[C:7]([F:27])[CH:6]=1)[CH3:2]. (6) Given the reactants [CH3:1][O:2][C:3]1[N:8]=[CH:7][C:6](B(O)O)=[CH:5][CH:4]=1.Br[C:13]1[CH:22]=[C:21]2[C:16]([CH:17]=[CH:18][C:19]([C:23]([NH:25][C:26]3[CH:27]=[N:28][CH:29]=[CH:30][C:31]=3[N:32]3[CH2:37][C@H:36]([CH:38]4[CH2:40][CH2:39]4)[C@@H:35]([O:41][Si](C(C)(C)C)(C)C)[C@H:34]([NH:49]C(=O)OC(C)(C)C)[CH2:33]3)=[O:24])=[N:20]2)=[N:15][CH:14]=1, predict the reaction product. The product is: [NH2:49][C@H:34]1[C@H:35]([OH:41])[C@@H:36]([CH:38]2[CH2:39][CH2:40]2)[CH2:37][N:32]([C:31]2[CH:30]=[CH:29][N:28]=[CH:27][C:26]=2[NH:25][C:23]([C:19]2[CH:18]=[CH:17][C:16]3[C:21](=[CH:22][C:13]([C:6]4[CH:7]=[N:8][C:3]([O:2][CH3:1])=[CH:4][CH:5]=4)=[CH:14][N:15]=3)[N:20]=2)=[O:24])[CH2:33]1. (7) Given the reactants [CH:1](O)=O.[NH2:4][C:5]1[CH:26]=[C:25]([CH2:27][OH:28])[C:24]([C:29]([F:32])([F:31])[F:30])=[CH:23][C:6]=1[C:7]([NH:9][CH2:10][C:11]1[CH:16]=[C:15]([Cl:17])[CH:14]=[CH:13][C:12]=1[S:18]([CH2:21][CH3:22])(=[O:20])=[O:19])=[O:8], predict the reaction product. The product is: [Cl:17][C:15]1[CH:14]=[CH:13][C:12]([S:18]([CH2:21][CH3:22])(=[O:20])=[O:19])=[C:11]([CH2:10][N:9]2[C:7](=[O:8])[C:6]3[C:5](=[CH:26][C:25]([CH2:27][OH:28])=[C:24]([C:29]([F:31])([F:32])[F:30])[CH:23]=3)[N:4]=[CH:1]2)[CH:16]=1.